Dataset: Full USPTO retrosynthesis dataset with 1.9M reactions from patents (1976-2016). Task: Predict the reactants needed to synthesize the given product. (1) Given the product [Cl:1][C:2]1[N:10]=[C:9]2[C:5]([N:6]=[CH:7][N:8]2[CH2:11][CH:12]2[CH2:16][CH2:15][O:14][CH2:13]2)=[C:4]([N:18]2[CH2:23][CH2:22][O:21][CH2:20][CH2:19]2)[N:3]=1, predict the reactants needed to synthesize it. The reactants are: [Cl:1][C:2]1[N:10]=[C:9]2[C:5]([N:6]=[CH:7][N:8]2[CH2:11][CH:12]2[CH2:16][CH2:15][O:14][CH2:13]2)=[C:4](Cl)[N:3]=1.[NH:18]1[CH2:23][CH2:22][O:21][CH2:20][CH2:19]1. (2) Given the product [F:12][C:9]([F:10])([F:11])[C:7]1[CH:6]=[C:5]([C@H:13]([O:15][C@H:16]2[CH2:21][CH2:20][N:19]([C:22]([C@H:24]3[CH2:29][CH2:28][C@H:27]([NH2:30])[CH2:26][CH2:25]3)=[O:23])[CH2:18][C@@H:17]2[C:38]2[CH:43]=[CH:42][C:41]([F:44])=[CH:40][CH:39]=2)[CH3:14])[CH:4]=[C:3]([C:2]([F:46])([F:1])[F:45])[CH:8]=1, predict the reactants needed to synthesize it. The reactants are: [F:1][C:2]([F:46])([F:45])[C:3]1[CH:4]=[C:5]([C@H:13]([O:15][C@H:16]2[CH2:21][CH2:20][N:19]([C:22]([C@H:24]3[CH2:29][CH2:28][C@H:27]([NH:30]C(=O)OC(C)(C)C)[CH2:26][CH2:25]3)=[O:23])[CH2:18][C@@H:17]2[C:38]2[CH:43]=[CH:42][C:41]([F:44])=[CH:40][CH:39]=2)[CH3:14])[CH:6]=[C:7]([C:9]([F:12])([F:11])[F:10])[CH:8]=1.Cl. (3) Given the product [Cl:25][C:23]1[CH:24]=[C:2]([C:31]2[CH:32]=[N:27][CH:28]=[N:29][CH:30]=2)[CH:3]=[C:4]([Cl:26])[C:5]=1[C:6]([C:8]1[C:16]2[C:11](=[C:12]([NH:17][C:18]([CH:20]3[CH2:22][CH2:21]3)=[O:19])[N:13]=[CH:14][CH:15]=2)[NH:10][CH:9]=1)=[O:7], predict the reactants needed to synthesize it. The reactants are: Br[C:2]1[CH:24]=[C:23]([Cl:25])[C:5]([C:6]([C:8]2[C:16]3[C:11](=[C:12]([NH:17][C:18]([CH:20]4[CH2:22][CH2:21]4)=[O:19])[N:13]=[CH:14][CH:15]=3)[NH:10][CH:9]=2)=[O:7])=[C:4]([Cl:26])[CH:3]=1.[N:27]1[CH:32]=[C:31](B(O)O)[CH:30]=[N:29][CH:28]=1.C(=O)([O-])[O-].[K+].[K+]. (4) The reactants are: [N:1]1[C:10]2[NH:9][C:8]3[CH:11]=[C:12]([CH2:15][C:16]#[N:17])[CH:13]=[CH:14][C:7]=3[S:6][C:5]=2[N:4]=[CH:3][CH:2]=1.[CH3:18][OH:19].[ClH:20]. Given the product [ClH:20].[CH3:18][O:19][C:16](=[NH:17])[CH2:15][C:12]1[CH:13]=[CH:14][C:7]2[S:6][C:5]3[N:4]=[CH:3][CH:2]=[N:1][C:10]=3[NH:9][C:8]=2[CH:11]=1, predict the reactants needed to synthesize it. (5) Given the product [NH2:22][C@H:6]1[C:5]2[C:10](=[CH:11][C:2]([OH:1])=[CH:3][CH:4]=2)[O:9][C@@H:8]([C:12]2[CH:21]=[CH:20][C:15]([C:16]([O:18][CH3:19])=[O:17])=[CH:14][CH:13]=2)[CH2:7]1, predict the reactants needed to synthesize it. The reactants are: [OH:1][C:2]1[CH:11]=[C:10]2[C:5]([C:6](=[N:22]OC)[CH2:7][C@H:8]([C:12]3[CH:21]=[CH:20][C:15]([C:16]([O:18][CH3:19])=[O:17])=[CH:14][CH:13]=3)[O:9]2)=[CH:4][CH:3]=1. (6) Given the product [CH:22]1([CH:25]([N:16]2[CH:17]=[CH:18][C:14]([C:12]3[N:11]4[CH:19]=[CH:20][N:21]=[C:10]4[CH:9]=[C:8]([C:6]4[CH:5]=[N:4][N:3]([CH3:2])[CH:7]=4)[N:13]=3)=[N:15]2)[CH2:26][C:27]#[N:28])[CH2:24][CH2:23]1, predict the reactants needed to synthesize it. The reactants are: Cl.[CH3:2][N:3]1[CH:7]=[C:6]([C:8]2[N:13]=[C:12]([C:14]3[CH:18]=[CH:17][NH:16][N:15]=3)[N:11]3[CH:19]=[CH:20][N:21]=[C:10]3[CH:9]=2)[CH:5]=[N:4]1.[CH:22]1([CH:25]=[CH:26][C:27]#[N:28])[CH2:24][CH2:23]1.C(#N)C.C1CCN2C(=NCCC2)CC1. (7) Given the product [F:6][C:7]1[CH:8]=[C:9]([CH:12]=[CH:13][C:14]=1[N:16]1[CH2:21][CH2:20][O:19][CH2:18][CH2:17]1)[C:10]#[N:11], predict the reactants needed to synthesize it. The reactants are: CN(C=O)C.[F:6][C:7]1[CH:8]=[C:9]([CH:12]=[CH:13][C:14]=1F)[C:10]#[N:11].[NH:16]1[CH2:21][CH2:20][O:19][CH2:18][CH2:17]1.C(=O)([O-])[O-].[K+].[K+]. (8) Given the product [CH3:18][CH:17]([CH3:19])[CH2:16][CH:12]([N:3]1[C:4]2[C:9](=[CH:8][CH:7]=[CH:6][CH:5]=2)[CH2:10][C:2]1=[O:1])[C:13]([OH:15])=[O:14], predict the reactants needed to synthesize it. The reactants are: [O:1]=[C:2]1[C:10](=O)[C:9]2[C:4](=[CH:5][CH:6]=[CH:7][CH:8]=2)[N:3]1[CH:12]([CH2:16][CH:17]([CH3:19])[CH3:18])[C:13]([OH:15])=[O:14].O.NN. (9) Given the product [NH2:8][C:3]1[CH:4]=[CH:5][CH:6]=[CH:7][C:2]=1[NH:11][C:12]1[C:13]([CH3:22])=[C:14]([CH:19]=[CH:20][CH:21]=1)[C:15]([O:17][CH3:18])=[O:16], predict the reactants needed to synthesize it. The reactants are: Br[C:2]1[CH:7]=[CH:6][CH:5]=[CH:4][C:3]=1[N+:8]([O-])=O.[NH2:11][C:12]1[C:13]([CH3:22])=[C:14]([CH:19]=[CH:20][CH:21]=1)[C:15]([O:17][CH3:18])=[O:16].P([O-])([O-])([O-])=O.[K+].[K+].[K+].